From a dataset of NCI-60 drug combinations with 297,098 pairs across 59 cell lines. Regression. Given two drug SMILES strings and cell line genomic features, predict the synergy score measuring deviation from expected non-interaction effect. (1) Drug 1: C1CCN(CC1)CCOC2=CC=C(C=C2)C(=O)C3=C(SC4=C3C=CC(=C4)O)C5=CC=C(C=C5)O. Drug 2: CN(CCCl)CCCl.Cl. Cell line: SF-268. Synergy scores: CSS=-2.12, Synergy_ZIP=-0.915, Synergy_Bliss=0.936, Synergy_Loewe=-6.47, Synergy_HSA=-5.66. (2) Drug 1: C1CCC(CC1)NC(=O)N(CCCl)N=O. Drug 2: C1=CC=C(C=C1)NC(=O)CCCCCCC(=O)NO. Cell line: NCI-H460. Synergy scores: CSS=29.7, Synergy_ZIP=0.912, Synergy_Bliss=9.01, Synergy_Loewe=3.83, Synergy_HSA=9.81. (3) Drug 1: COC1=CC(=CC(=C1O)OC)C2C3C(COC3=O)C(C4=CC5=C(C=C24)OCO5)OC6C(C(C7C(O6)COC(O7)C8=CC=CS8)O)O. Drug 2: CC(C1=C(C=CC(=C1Cl)F)Cl)OC2=C(N=CC(=C2)C3=CN(N=C3)C4CCNCC4)N. Cell line: SNB-75. Synergy scores: CSS=5.45, Synergy_ZIP=-4.98, Synergy_Bliss=-0.207, Synergy_Loewe=-4.68, Synergy_HSA=-0.539. (4) Drug 2: CCC1(C2=C(COC1=O)C(=O)N3CC4=CC5=C(C=CC(=C5CN(C)C)O)N=C4C3=C2)O.Cl. Cell line: MALME-3M. Synergy scores: CSS=18.4, Synergy_ZIP=-7.89, Synergy_Bliss=-3.10, Synergy_Loewe=-5.12, Synergy_HSA=-1.33. Drug 1: C1=CC(=CC=C1CCCC(=O)O)N(CCCl)CCCl. (5) Drug 1: C1=CC(=CC=C1CCC2=CNC3=C2C(=O)NC(=N3)N)C(=O)NC(CCC(=O)O)C(=O)O. Drug 2: CCN(CC)CCCC(C)NC1=C2C=C(C=CC2=NC3=C1C=CC(=C3)Cl)OC. Cell line: OVCAR-5. Synergy scores: CSS=53.2, Synergy_ZIP=1.66, Synergy_Bliss=4.78, Synergy_Loewe=5.42, Synergy_HSA=5.75. (6) Drug 1: CC12CCC3C(C1CCC2=O)CC(=C)C4=CC(=O)C=CC34C. Drug 2: C1=CC=C(C(=C1)C(C2=CC=C(C=C2)Cl)C(Cl)Cl)Cl. Cell line: OVCAR-4. Synergy scores: CSS=13.4, Synergy_ZIP=1.06, Synergy_Bliss=1.05, Synergy_Loewe=-9.92, Synergy_HSA=1.18. (7) Drug 1: C1CCC(CC1)NC(=O)N(CCCl)N=O. Drug 2: CS(=O)(=O)CCNCC1=CC=C(O1)C2=CC3=C(C=C2)N=CN=C3NC4=CC(=C(C=C4)OCC5=CC(=CC=C5)F)Cl. Cell line: MOLT-4. Synergy scores: CSS=14.5, Synergy_ZIP=0.776, Synergy_Bliss=1.78, Synergy_Loewe=-2.33, Synergy_HSA=-0.0753. (8) Drug 1: CC1=CC2C(CCC3(C2CCC3(C(=O)C)OC(=O)C)C)C4(C1=CC(=O)CC4)C. Drug 2: C(CC(=O)O)C(=O)CN.Cl. Cell line: KM12. Synergy scores: CSS=27.3, Synergy_ZIP=11.1, Synergy_Bliss=17.1, Synergy_Loewe=18.8, Synergy_HSA=17.7. (9) Drug 1: CC1C(C(=O)NC(C(=O)N2CCCC2C(=O)N(CC(=O)N(C(C(=O)O1)C(C)C)C)C)C(C)C)NC(=O)C3=C4C(=C(C=C3)C)OC5=C(C(=O)C(=C(C5=N4)C(=O)NC6C(OC(=O)C(N(C(=O)CN(C(=O)C7CCCN7C(=O)C(NC6=O)C(C)C)C)C)C(C)C)C)N)C. Drug 2: C(CCl)NC(=O)N(CCCl)N=O. Cell line: TK-10. Synergy scores: CSS=29.3, Synergy_ZIP=-11.7, Synergy_Bliss=-5.14, Synergy_Loewe=-11.6, Synergy_HSA=-2.20.